This data is from Reaction yield outcomes from USPTO patents with 853,638 reactions. The task is: Predict the reaction yield, written as a fraction of the theoretical maximum amount of product (1.0 means a 100% yield; for example, 0.34 means a 34% yield). The reactants are [CH2:1]([C:5]1[NH:6][CH:7]=[CH:8][N:9]=1)[CH2:2][CH2:3][CH3:4].C[O-].[Na+].[Cl:13][C:14]1[CH:21]=[CH:20][CH:19]=[CH:18][C:15]=1[CH2:16]Br. The catalyst is CO. The yield is 0.610. The product is [CH2:1]([C:5]1[N:6]([CH2:16][C:15]2[CH:18]=[CH:19][CH:20]=[CH:21][C:14]=2[Cl:13])[CH:7]=[CH:8][N:9]=1)[CH2:2][CH2:3][CH3:4].